From a dataset of Peptide-MHC class I binding affinity with 185,985 pairs from IEDB/IMGT. Regression. Given a peptide amino acid sequence and an MHC pseudo amino acid sequence, predict their binding affinity value. This is MHC class I binding data. (1) The peptide sequence is VELLSFLPSDF. The MHC is HLA-B44:03 with pseudo-sequence HLA-B44:03. The binding affinity (normalized) is 0.444. (2) The peptide sequence is VEIWTKEGEK. The MHC is HLA-B40:01 with pseudo-sequence HLA-B40:01. The binding affinity (normalized) is 0.388. (3) The binding affinity (normalized) is 0.118. The peptide sequence is AFQHQNSKK. The MHC is HLA-A03:01 with pseudo-sequence HLA-A03:01. (4) The peptide sequence is VQLVESGGGLV. The MHC is HLA-A68:02 with pseudo-sequence HLA-A68:02. The binding affinity (normalized) is 0. (5) The peptide sequence is DEPASTEPVHDQLL. The MHC is HLA-B35:01 with pseudo-sequence HLA-B35:01. The binding affinity (normalized) is 0.184.